The task is: Predict the reactants needed to synthesize the given product.. This data is from Full USPTO retrosynthesis dataset with 1.9M reactions from patents (1976-2016). (1) Given the product [Br-:10].[C:12]([CH2:11][N:3]1[C:2]([Cl:1])=[C:6]([Cl:7])[N+:5]([CH2:16][C:17]2[CH:26]=[CH:25][C:24]3[C:19](=[CH:20][CH:21]=[CH:22][CH:23]=3)[CH:18]=2)=[CH:4]1)([OH:14])=[O:13], predict the reactants needed to synthesize it. The reactants are: [Cl:1][C:2]1[N:3]=[CH:4][NH:5][C:6]=1[Cl:7].[OH-].[K+].[Br:10][CH2:11][C:12]([OH:14])=[O:13].Br[CH2:16][C:17]1[CH:26]=[CH:25][C:24]2[C:19](=[CH:20][CH:21]=[CH:22][CH:23]=2)[CH:18]=1.Br. (2) Given the product [N:13]1[CH:14]=[CH:15][CH:16]=[CH:17][C:12]=1[O:8][CH2:7][C:4]1[CH:5]=[CH:6][C:1]([CH2:9][OH:10])=[CH:2][CH:3]=1, predict the reactants needed to synthesize it. The reactants are: [C:1]1([CH2:9][OH:10])[CH:6]=[CH:5][C:4]([CH2:7][OH:8])=[CH:3][CH:2]=1.F[C:12]1[CH:17]=[CH:16][CH:15]=[CH:14][N:13]=1.[H-].[Na+]. (3) Given the product [ClH:27].[NH2:1][N:2]1[C:11](=[O:12])[CH:10]([C:13]2[CH:14]=[C:15]([O:23][CH3:24])[C:16]([O:21][CH3:22])=[C:17]([O:19][CH3:20])[CH:18]=2)[C:9]2[C:4](=[CH:5][C:6]([O:25][CH3:26])=[CH:7][CH:8]=2)[CH2:3]1, predict the reactants needed to synthesize it. The reactants are: [NH2:1][N:2]1[C:11](=[O:12])[CH:10]([C:13]2[CH:18]=[C:17]([O:19][CH3:20])[C:16]([O:21][CH3:22])=[C:15]([O:23][CH3:24])[CH:14]=2)[C:9]2[C:4](=[CH:5][C:6]([O:25][CH3:26])=[CH:7][CH:8]=2)[CH2:3]1.[ClH:27]. (4) Given the product [O:1]1[CH2:6][CH2:5][N:4]([C:7]2[CH:8]=[C:9]3[C:15]([C:16]4[CH:17]=[CH:18][CH:19]=[CH:20][CH:21]=4)=[C:14]([C:22]4[CH:27]=[CH:26][C:25]([C:28]5([NH2:32])[CH2:31][CH2:30][CH2:29]5)=[CH:24][CH:23]=4)[O:13][C:10]3=[N:11][CH:12]=2)[CH2:3][CH2:2]1, predict the reactants needed to synthesize it. The reactants are: [O:1]1[CH2:6][CH2:5][N:4]([C:7]2[CH:8]=[C:9]3[C:15]([C:16]4[CH:21]=[CH:20][CH:19]=[CH:18][CH:17]=4)=[C:14]([C:22]4[CH:27]=[CH:26][C:25]([C:28]5([NH:32]C(=O)OC(C)(C)C)[CH2:31][CH2:30][CH2:29]5)=[CH:24][CH:23]=4)[O:13][C:10]3=[N:11][CH:12]=2)[CH2:3][CH2:2]1.Cl. (5) Given the product [C:11]([Si:8]([CH3:10])([CH3:9])[O:7][C:6]1[CH:15]=[C:2]([CH:28]([C:27]2[CH:30]=[C:31]([O:33][CH3:34])[CH:32]=[C:25]([O:24][CH3:23])[CH:26]=2)[OH:29])[CH:3]=[CH:4][C:5]=1[O:16][CH3:17])([CH3:14])([CH3:13])[CH3:12], predict the reactants needed to synthesize it. The reactants are: Br[C:2]1[CH:3]=[CH:4][C:5]([O:16][CH3:17])=[C:6]([CH:15]=1)[O:7][Si:8]([C:11]([CH3:14])([CH3:13])[CH3:12])([CH3:10])[CH3:9].C([Li])CCC.[CH3:23][O:24][C:25]1[CH:26]=[C:27]([CH:30]=[C:31]([O:33][CH3:34])[CH:32]=1)[CH:28]=[O:29]. (6) Given the product [CH3:34][O:35][C:18]1[CH:23]=[CH:22][C:21]([C:2]2[CH:7]=[CH:6][C:5]([CH:8]([NH:10][C:11](=[O:17])[O:12][C:13]([CH3:16])([CH3:15])[CH3:14])[CH3:9])=[CH:4][CH:3]=2)=[CH:20][CH:19]=1, predict the reactants needed to synthesize it. The reactants are: Br[C:2]1[CH:7]=[CH:6][C:5]([CH:8]([NH:10][C:11](=[O:17])[O:12][C:13]([CH3:16])([CH3:15])[CH3:14])[CH3:9])=[CH:4][CH:3]=1.[C:18]1(B(O)O)[CH:23]=[CH:22][CH:21]=[CH:20][CH:19]=1.FC1C=CC(CN[C:34](C2C(C(F)(F)F)=NC3C(C=2)=CC=CN=3)=[O:35])=CC=1. (7) Given the product [CH3:12][O:11][C:9](=[O:10])[C:5]#[C:4][CH:1]1[CH2:3][CH2:2]1, predict the reactants needed to synthesize it. The reactants are: [CH:1]1([C:4]#[CH:5])[CH2:3][CH2:2]1.C[Li].Cl[C:9]([O:11][CH3:12])=[O:10]. (8) The reactants are: CC(C1CC(NC2C(CO)=C(CC)N=C3N(CC)N=CC=23)CCN1C([O-])=O)(C)C.[CH3:30][C:31]([O:34][C:35]([N:37]1[CH2:42][CH2:41][CH:40]([NH:43][C:44]2[C:49]([C:50](OCC)=[O:51])=[C:48]([CH3:55])[N:47]=[C:46]3[N:56]([CH2:59][CH3:60])[N:57]=[CH:58][C:45]=23)[CH2:39][CH2:38]1)=[O:36])([CH3:33])[CH3:32]. Given the product [CH2:59]([N:56]1[C:46]2=[N:47][C:48]([CH3:55])=[C:49]([CH2:50][OH:51])[C:44]([NH:43][CH:40]3[CH2:39][CH2:38][N:37]([C:35]([O:34][C:31]([CH3:30])([CH3:33])[CH3:32])=[O:36])[CH2:42][CH2:41]3)=[C:45]2[CH:58]=[N:57]1)[CH3:60], predict the reactants needed to synthesize it. (9) Given the product [CH3:33][N:34]([CH3:35])[C:29]([C:27]1[O:28][C:24]([CH2:23][N:3]2[C:4]3[C:9](=[CH:8][CH:7]=[CH:6][CH:5]=3)[C:10]3([C:22]4[C:13](=[CH:14][C:15]5[O:20][CH2:19][CH2:18][O:17][C:16]=5[CH:21]=4)[O:12][CH2:11]3)[C:2]2=[O:1])=[CH:25][CH:26]=1)=[O:31], predict the reactants needed to synthesize it. The reactants are: [O:1]=[C:2]1[C:10]2([C:22]3[C:13](=[CH:14][C:15]4[O:20][CH2:19][CH2:18][O:17][C:16]=4[CH:21]=3)[O:12][CH2:11]2)[C:9]2[C:4](=[CH:5][CH:6]=[CH:7][CH:8]=2)[N:3]1[CH2:23][C:24]1[O:28][C:27]([C:29]([OH:31])=O)=[CH:26][CH:25]=1.Cl.[CH3:33][NH:34][CH3:35].Cl.CN(C)CCCN=C=NCC.O.ON1C2C=CC=CC=2N=N1.CN1CCOCC1. (10) Given the product [ClH:16].[CH3:20][O:19][CH2:18][CH2:17][N:1]1[CH2:6][CH2:5][CH2:4][C:3]2([C:14]3[C:9](=[CH:10][CH:11]=[CH:12][CH:13]=3)[NH:8][C:7]2=[O:15])[CH2:2]1, predict the reactants needed to synthesize it. The reactants are: [NH:1]1[CH2:6][CH2:5][CH2:4][C:3]2([C:14]3[C:9](=[CH:10][CH:11]=[CH:12][CH:13]=3)[NH:8][C:7]2=[O:15])[CH2:2]1.[Cl:16][CH2:17][CH2:18][O:19][CH3:20].[I-].[K+].